Dataset: Reaction yield outcomes from USPTO patents with 853,638 reactions. Task: Predict the reaction yield, written as a fraction of the theoretical maximum amount of product (1.0 means a 100% yield; for example, 0.34 means a 34% yield). (1) The reactants are [CH:1]1([C:4]2[N:9]=[C:8]([CH:10]=O)[CH:7]=[CH:6][N:5]=2)[CH2:3][CH2:2]1.Cl.NO.C([N:17](CC)CC)C.CCCP(=O)=O. The catalyst is CN(C)C=O.O. The product is [CH:1]1([C:4]2[N:9]=[C:8]([C:10]#[N:17])[CH:7]=[CH:6][N:5]=2)[CH2:3][CH2:2]1. The yield is 0.620. (2) The catalyst is C(Cl)Cl. The product is [CH3:1][Si:2]([CH3:19])([CH3:18])[CH2:3][CH2:4][O:5][CH2:6][N:7]1[C:11]2=[CH:12][N:13]=[CH:14][C:15]([CH2:16][NH:17][C:20](=[O:21])[O:22][C:23]([CH3:26])([CH3:25])[CH3:24])=[C:10]2[CH:9]=[CH:8]1. The reactants are [CH3:1][Si:2]([CH3:19])([CH3:18])[CH2:3][CH2:4][O:5][CH2:6][N:7]1[C:11]2=[CH:12][N:13]=[CH:14][C:15]([CH2:16][NH2:17])=[C:10]2[CH:9]=[CH:8]1.[C:20](O[C:20]([O:22][C:23]([CH3:26])([CH3:25])[CH3:24])=[O:21])([O:22][C:23]([CH3:26])([CH3:25])[CH3:24])=[O:21]. The yield is 0.572. (3) The reactants are O[CH2:2][C:3]1[CH:4]=[CH:5][C:6]([NH:9][C:10](=[O:16])[O:11][C:12]([CH3:15])([CH3:14])[CH3:13])=[N:7][CH:8]=1.C(N(C(C)C)CC)(C)C.CS([Cl:30])(=O)=O. The catalyst is C1COCC1. The product is [Cl:30][CH2:2][C:3]1[CH:4]=[CH:5][C:6]([NH:9][C:10](=[O:16])[O:11][C:12]([CH3:15])([CH3:14])[CH3:13])=[N:7][CH:8]=1. The yield is 0.630. (4) The reactants are [N-:1]=[N+:2]=[N-:3].[Na+].O(S(C(F)(F)F)(=O)=O)S(C(F)(F)F)(=O)=O.N[C@H:21]1[CH2:26][CH2:25][CH2:24][CH2:23][C@H:22]1[NH:27][C:28](=[O:34])[O:29][C:30]([CH3:33])([CH3:32])[CH3:31].S(N=[N+]=[N-])(C(F)(F)F)(=O)=O.C(Cl)Cl. The catalyst is O.C(Cl)Cl.CN(C1C=CN=CC=1)C. The product is [N:1]([C@H:21]1[CH2:26][CH2:25][CH2:24][CH2:23][C@H:22]1[NH:27][C:28](=[O:34])[O:29][C:30]([CH3:32])([CH3:31])[CH3:33])=[N+:2]=[N-:3]. The yield is 1.00. (5) The reactants are [NH2:1][C:2]1[CH:20]=[CH:19][C:5]2[N:6]([CH2:14][C:15]([F:18])([F:17])[F:16])[CH:7]([C:10]([F:13])([F:12])[F:11])[CH2:8][O:9][C:4]=2[CH:3]=1.[CH3:21][C:22]([CH3:27])([CH3:26])[C:23](Cl)=O.N1C=CC=CC=1.C[CH2:35][O:36]C(C)=O. No catalyst specified. The product is [F:16][C:15]([F:18])([F:17])[CH2:14][N:6]1[C:5]2[CH:19]=[CH:20][C:2]([NH:1][C:35](=[O:36])[CH2:23][C:22]([CH3:27])([CH3:26])[CH3:21])=[CH:3][C:4]=2[O:9][CH2:8][CH:7]1[C:10]([F:11])([F:12])[F:13]. The yield is 0.890.